Predict the reactants needed to synthesize the given product. From a dataset of Full USPTO retrosynthesis dataset with 1.9M reactions from patents (1976-2016). (1) Given the product [CH:18]1[C:19]2[CH:20]([CH2:22][O:23][C:24]([N:26]3[CH2:27][CH2:28][CH:29]([C:32]4[O:36][N:35]=[C:34]([C@@H:37]5[CH2:42][CH2:41][C@@H:40]([N:43]([O:44][CH2:45][C:46]6[CH:51]=[CH:50][CH:49]=[CH:48][CH:47]=6)[C:4]([Cl:5])=[O:3])[CH2:39][N:38]5[C:52]([O:54][C:55]([CH3:58])([CH3:57])[CH3:56])=[O:53])[N:33]=4)[CH2:30][CH2:31]3)=[O:25])[C:21]3[C:13](=[CH:12][CH:11]=[CH:10][CH:9]=3)[C:14]=2[CH:15]=[CH:16][CH:17]=1, predict the reactants needed to synthesize it. The reactants are: O=C(Cl)[O:3][C:4](Cl)(Cl)[Cl:5].[CH:9]1[C:21]2[CH:20]([CH2:22][O:23][C:24]([N:26]3[CH2:31][CH2:30][CH:29]([C:32]4[O:36][N:35]=[C:34]([C@@H:37]5[CH2:42][CH2:41][C@@H:40]([NH:43][O:44][CH2:45][C:46]6[CH:51]=[CH:50][CH:49]=[CH:48][CH:47]=6)[CH2:39][N:38]5[C:52]([O:54][C:55]([CH3:58])([CH3:57])[CH3:56])=[O:53])[N:33]=4)[CH2:28][CH2:27]3)=[O:25])[C:19]3[C:14](=[CH:15][CH:16]=[CH:17][CH:18]=3)[C:13]=2[CH:12]=[CH:11][CH:10]=1. (2) Given the product [O:32]1[CH2:33][CH2:34][N:29]([C:24]2[CH:23]=[C:22]([C:16]3[C:17]4[S:18][C:19]5[C:10](=[CH:9][C:8]([N:6]6[CH2:7][CH:5]6[CH2:4][N:27]6[CH2:22][CH2:23][CH2:24][CH2:25][CH2:26]6)=[CH:21][CH:20]=5)[S:11][C:12]=4[CH:13]=[CH:14][CH:15]=3)[NH:27][C:26](=[O:28])[CH:25]=2)[CH2:30][CH2:31]1, predict the reactants needed to synthesize it. The reactants are: [I-].[Na+].Cl[CH2:4][CH:5]1[CH2:7][N:6]1[C:8]1[CH:9]=[C:10]2[C:19](=[CH:20][CH:21]=1)[S:18][C:17]1[C:16]([C:22]3[NH:27][C:26](=[O:28])[CH:25]=[C:24]([N:29]4[CH2:34][CH2:33][O:32][CH2:31][CH2:30]4)[CH:23]=3)=[CH:15][CH:14]=[CH:13][C:12]=1[S:11]2.O. (3) Given the product [CH3:6][CH:5]([O:7][C:10]1[CH:15]=[C:14]([O:22][CH2:17][C:18]#[C:19][CH2:20][CH3:21])[N:13]=[CH:12][N:11]=1)[CH:4]([CH3:8])[CH3:3], predict the reactants needed to synthesize it. The reactants are: [H-].[Na+].[CH3:3][CH:4]([CH3:8])[CH:5]([OH:7])[CH3:6].Cl[C:10]1[CH:15]=[C:14](Cl)[N:13]=[CH:12][N:11]=1.[CH2:17]([OH:22])[C:18]#[C:19][CH2:20][CH3:21].[Cl-].[NH4+]. (4) Given the product [CH3:14][O:13][C:11]1[CH:10]=[N:9][N:8]([C:5]2[CH:6]=[CH:7][C:2]([B:18]3[O:19][C:20]([CH3:22])([CH3:21])[C:16]([CH3:32])([CH3:15])[O:17]3)=[CH:3][CH:4]=2)[N:12]=1, predict the reactants needed to synthesize it. The reactants are: Br[C:2]1[CH:7]=[CH:6][C:5]([N:8]2[N:12]=[C:11]([O:13][CH3:14])[CH:10]=[N:9]2)=[CH:4][CH:3]=1.[CH3:15][C:16]1([CH3:32])[C:20]([CH3:22])([CH3:21])[O:19][B:18]([B:18]2[O:19][C:20]([CH3:22])([CH3:21])[C:16]([CH3:32])([CH3:15])[O:17]2)[O:17]1.C([O-])(=O)C.[K+].O. (5) Given the product [Cl:23][C:18]1[CH:17]=[C:16]([C:14]2[N:15]=[C:11]([C:9]3[CH:10]=[C:5]([C:3]([OH:2])=[O:4])[C:6]([C:8]4[CH:7]=[CH:6][C:5]([C:3](=[O:2])[NH:41][CH:34]([C:35]5[CH:40]=[CH:39][CH:38]=[CH:37][CH:36]=5)[CH3:33])=[CH:10][CH:9]=4)=[CH:7][CH:8]=3)[S:12][CH:13]=2)[CH:21]=[CH:20][C:19]=1[Cl:22], predict the reactants needed to synthesize it. The reactants are: C[O:2][C:3]([C:5]1[C:6](C2C=CC(C(O)=O)=CC=2)=[CH:7][CH:8]=[C:9]([C:11]2[S:12][CH:13]=[C:14]([C:16]3[CH:21]=[CH:20][C:19]([Cl:22])=[C:18]([Cl:23])[CH:17]=3)[N:15]=2)[CH:10]=1)=[O:4].[CH3:33][CH:34]([NH2:41])[C:35]1[CH:40]=[CH:39][CH:38]=[CH:37][CH:36]=1. (6) Given the product [CH2:13]([O:12][C:10]([C:9]1[CH:15]=[CH:16][C:17]([O:18][CH2:19][CH2:20][CH2:21][C:22]2[CH:27]=[CH:26][C:25]([O:28][CH2:29][C:30]3[CH:35]=[CH:34][C:33]([O:36][CH:37]([CH3:38])[CH3:39])=[CH:32][CH:31]=3)=[CH:24][CH:23]=2)=[C:7]([CH2:6][C:5]([OH:40])=[O:4])[CH:8]=1)=[O:11])[CH3:14], predict the reactants needed to synthesize it. The reactants are: C([O:4][C:5](=[O:40])[CH2:6][C:7]1[CH:8]=[C:9]([CH:15]=[CH:16][C:17]=1[O:18][CH2:19][CH2:20][CH2:21][C:22]1[CH:27]=[CH:26][C:25]([O:28][CH2:29][C:30]2[CH:35]=[CH:34][C:33]([O:36][CH:37]([CH3:39])[CH3:38])=[CH:32][CH:31]=2)=[CH:24][CH:23]=1)[C:10]([O:12][CH2:13][CH3:14])=[O:11])C=C.N1CCOCC1. (7) Given the product [C:9]1([S:15]([C:4]2[CH:5]=[CH:6][CH:7]=[C:2]([F:1])[CH:3]=2)(=[O:17])=[O:16])[CH:14]=[CH:13][CH:12]=[CH:11][CH:10]=1, predict the reactants needed to synthesize it. The reactants are: [F:1][C:2]1[CH:7]=[CH:6][CH:5]=[C:4](I)[CH:3]=1.[C:9]1([S:15]([O-:17])=[O:16])[CH:14]=[CH:13][CH:12]=[CH:11][CH:10]=1.[Na+].CNCCNC. (8) The reactants are: [Cl:1][C:2]1[C:7]([Cl:8])=[CH:6][CH:5]=[CH:4][C:3]=1[N:9]1[CH2:14][CH2:13][N:12]([CH2:15][CH2:16][CH2:17][CH:18]=[CH:19][C:20]2[N:29]=[C:28]3[C:23]([CH2:24][CH2:25][C:26](=[O:30])[NH:27]3)=[CH:22][CH:21]=2)[CH2:11][CH2:10]1. Given the product [Cl:1][C:2]1[C:7]([Cl:8])=[CH:6][CH:5]=[CH:4][C:3]=1[N:9]1[CH2:14][CH2:13][N:12]([CH2:15][CH2:16][CH2:17][CH2:18][CH2:19][C:20]2[N:29]=[C:28]3[C:23]([CH2:24][CH2:25][C:26](=[O:30])[NH:27]3)=[CH:22][CH:21]=2)[CH2:11][CH2:10]1, predict the reactants needed to synthesize it. (9) Given the product [O:29]([C:26]1[CH:27]=[CH:28][C:23]([C:5]2[C:4]([C:1]([NH2:2])=[O:3])=[CH:9][N:8]=[C:7]([CH:10]3[CH2:15][CH2:14][NH:13][CH2:12][CH2:11]3)[N:6]=2)=[CH:24][CH:25]=1)[C:30]1[CH:31]=[CH:32][CH:33]=[CH:34][CH:35]=1, predict the reactants needed to synthesize it. The reactants are: [C:1]([C:4]1[C:5]([C:23]2[CH:28]=[CH:27][C:26]([O:29][C:30]3[CH:35]=[CH:34][CH:33]=[CH:32][CH:31]=3)=[CH:25][CH:24]=2)=[N:6][C:7]([CH:10]2[CH2:15][CH2:14][N:13](C(OC(C)(C)C)=O)[CH2:12][CH2:11]2)=[N:8][CH:9]=1)(=[O:3])[NH2:2].C(O)(C(F)(F)F)=O.